Dataset: Full USPTO retrosynthesis dataset with 1.9M reactions from patents (1976-2016). Task: Predict the reactants needed to synthesize the given product. (1) The reactants are: [C:1]1(=[O:14])[C:6]2=[N:7][C:8]3[CH:13]=[CH:12][CH:11]=[CH:10][C:9]=3[N:5]2[CH2:4][CH2:3][NH:2]1. Given the product [C:1]1(=[O:14])[C:6]2=[N:7][C:8]3[CH2:13][CH2:12][CH2:11][CH2:10][C:9]=3[N:5]2[CH2:4][CH2:3][NH:2]1, predict the reactants needed to synthesize it. (2) The reactants are: [CH2:1]([S:3](Cl)(=[O:5])=[O:4])[CH3:2].Cl.[CH2:8]([O:10][C:11](=[O:14])[CH2:12][NH2:13])[CH3:9]. Given the product [CH2:8]([O:10][C:11](=[O:14])[CH2:12][NH:13][S:3]([CH2:1][CH3:2])(=[O:5])=[O:4])[CH3:9], predict the reactants needed to synthesize it. (3) Given the product [ClH:23].[ClH:23].[F:21][C:16]1[CH:15]=[C:14]([CH:19]=[CH:18][C:17]=1[F:20])[CH2:13][N:10]1[CH2:11][CH2:12][C@H:8]([NH2:7])[CH2:9]1, predict the reactants needed to synthesize it. The reactants are: C(OC(=O)[NH:7][C@H:8]1[CH2:12][CH2:11][N:10]([CH2:13][C:14]2[CH:19]=[CH:18][C:17]([F:20])=[C:16]([F:21])[CH:15]=2)[CH2:9]1)(C)(C)C.[ClH:23]. (4) Given the product [C:17]1([CH2:16][O:23][C:24]2[CH:39]=[CH:38][C:37]([C:10]3[CH:11]=[CH:12][N:7]=[CH:8][CH:9]=3)=[CH:36][C:25]=2[C:26]([O:28][CH2:29][C:30]2[CH:31]=[CH:32][CH:33]=[CH:34][CH:35]=2)=[O:27])[CH:22]=[CH:21][CH:20]=[CH:19][CH:18]=1, predict the reactants needed to synthesize it. The reactants are: C([O-])([O-])=O.[Na+].[Na+].[N:7]1[CH:12]=[CH:11][C:10](B(O)O)=[CH:9][CH:8]=1.[CH2:16]([O:23][C:24]1[CH:39]=[CH:38][C:37](Br)=[CH:36][C:25]=1[C:26]([O:28][CH2:29][C:30]1[CH:35]=[CH:34][CH:33]=[CH:32][CH:31]=1)=[O:27])[C:17]1[CH:22]=[CH:21][CH:20]=[CH:19][CH:18]=1.